This data is from Forward reaction prediction with 1.9M reactions from USPTO patents (1976-2016). The task is: Predict the product of the given reaction. (1) Given the reactants C([O:5][C:6]([C@:8]1([C:20](=[O:25])[N:21]([O:23][CH3:24])[CH3:22])[C@@H:10]([C:11]2[CH:16]=[CH:15][CH:14]=[CH:13][CH:12]=2)[C@H:9]1[CH2:17][O:18][CH3:19])=[O:7])(C)(C)C, predict the reaction product. The product is: [CH3:19][O:18][CH2:17][C@@H:9]1[C@H:10]([C:11]2[CH:16]=[CH:15][CH:14]=[CH:13][CH:12]=2)[C@@:8]1([C:20](=[O:25])[N:21]([O:23][CH3:24])[CH3:22])[C:6]([OH:7])=[O:5]. (2) Given the reactants [Br:1][C:2]1[CH:3]=[C:4]2[C:9](=[O:10])[O:8][C:6](=[O:7])[C:5]2=[CH:11][CH:12]=1.S(=O)(=O)(O)O.[I:18]I.[OH-].[Na+].Cl, predict the reaction product. The product is: [Br:1][C:2]1[CH:3]=[C:4]2[C:9](=[O:10])[O:8][C:6](=[O:7])[C:5]2=[CH:11][C:12]=1[I:18]. (3) Given the reactants I[C:2]1[CH:3]=[C:4]([N+:11]([O-:13])=[O:12])[C:5]([NH2:10])=[N:6][C:7]=1[O:8][CH3:9].[CH3:14]B1OB(C)OB(C)O1.C(=O)([O-])[O-].[Cs+].[Cs+].CN(C)C=O, predict the reaction product. The product is: [CH3:9][O:8][C:7]1[N:6]=[C:5]([NH2:10])[C:4]([N+:11]([O-:13])=[O:12])=[CH:3][C:2]=1[CH3:14]. (4) Given the reactants [Cl-].[Li+].C([O-])(=O)C.[K+].[CH3:23][C:18]1([CH3:24])[C:19]([CH3:22])([CH3:21])[O:20][B:16]([B:16]2[O:20][C:19]([CH3:22])([CH3:21])[C:18]([CH3:24])([CH3:23])[O:17]2)[O:17]1.[CH2:26]([N:30]1[CH:34]([CH:35]=[CH2:36])[CH2:33][O:32][C:31]1=[O:37])[CH2:27][C:28]#[CH:29], predict the reaction product. The product is: [CH3:22][C:19]1([CH3:21])[C:18]([CH3:23])([CH3:24])[O:17][B:16]([C:28](=[CH2:29])[CH2:27][CH2:26][N:30]2[CH:34]([CH:35]=[CH2:36])[CH2:33][O:32][C:31]2=[O:37])[O:20]1.